This data is from Aqueous solubility values for 9,982 compounds from the AqSolDB database. The task is: Regression/Classification. Given a drug SMILES string, predict its absorption, distribution, metabolism, or excretion properties. Task type varies by dataset: regression for continuous measurements (e.g., permeability, clearance, half-life) or binary classification for categorical outcomes (e.g., BBB penetration, CYP inhibition). For this dataset (solubility_aqsoldb), we predict Y. (1) The drug is C=C(C)CCO. The Y is 0.0191 log mol/L. (2) The molecule is N[C+](N)N.O=C([O-])c1ccccc1. The Y is 0.00502 log mol/L. (3) The compound is NS(=O)(=O)c1cc(S(=O)(=O)c2cccc(O)c2)cs1. The Y is -2.72 log mol/L. (4) The molecule is COP(=S)(OC)Oc1ccc([N+](=O)[O-])cc1. The Y is -3.68 log mol/L. (5) The drug is CCCCCCCCCCCCCCCC(=O)OC. The Y is -7.83 log mol/L.